This data is from Forward reaction prediction with 1.9M reactions from USPTO patents (1976-2016). The task is: Predict the product of the given reaction. (1) Given the reactants C[O:2][C:3]1[CH:8]=[CH:7][C:6]([N:9]2[C:14]3[CH:15]=[CH:16][C:17]([NH:19][S:20]([CH3:23])(=[O:22])=[O:21])=[CH:18][C:13]=3[O:12][C:11]([CH3:25])([CH3:24])[C:10]2=[O:26])=[CH:5][CH:4]=1.B(Br)(Br)Br.ClCCl.C(=O)([O-])O.[Na+], predict the reaction product. The product is: [OH:2][C:3]1[CH:8]=[CH:7][C:6]([N:9]2[C:14]3[CH:15]=[CH:16][C:17]([NH:19][S:20]([CH3:23])(=[O:22])=[O:21])=[CH:18][C:13]=3[O:12][C:11]([CH3:24])([CH3:25])[C:10]2=[O:26])=[CH:5][CH:4]=1. (2) Given the reactants S(Cl)(Cl)=O.[F:5][C:6]1[CH:11]=[C:10]([F:12])[CH:9]=[CH:8][C:7]=1[C:13]1[CH:21]=[C:17]([C:18]([OH:20])=[O:19])[C:16]([OH:22])=[C:15]([I:23])[CH:14]=1.[CH2:24](O)[CH3:25], predict the reaction product. The product is: [F:5][C:6]1[CH:11]=[C:10]([F:12])[CH:9]=[CH:8][C:7]=1[C:13]1[CH:21]=[C:17]([C:18]([O:20][CH2:24][CH3:25])=[O:19])[C:16]([OH:22])=[C:15]([I:23])[CH:14]=1. (3) The product is: [O:9]=[C:7]1[CH:3]2[CH2:2][N:1]([C:11]([O:13][C:14]([CH3:17])([CH3:16])[CH3:15])=[O:12])[CH2:6][CH2:5][N:4]2[C:28](=[O:29])[N:27]1[C@@H:25]1[CH2:26][C@H:24]1[C:18]1[CH:23]=[CH:22][CH:21]=[CH:20][CH:19]=1. Given the reactants [N:1]1([C:11]([O:13][C:14]([CH3:17])([CH3:16])[CH3:15])=[O:12])[CH2:6][CH2:5][NH:4][CH:3]([C:7]([O:9]C)=O)[CH2:2]1.[C:18]1([C@@H:24]2[CH2:26][C@H:25]2[N:27]=[C:28]=[O:29])[CH:23]=[CH:22][CH:21]=[CH:20][CH:19]=1.CCN(C(C)C)C(C)C, predict the reaction product. (4) Given the reactants Cl[C:2]1[CH:11]=[N:10][C:9]2[C:4](=[CH:5][CH:6]=[CH:7][CH:8]=2)[N:3]=1.O.[NH2:13][NH2:14], predict the reaction product. The product is: [NH:13]([C:2]1[CH:11]=[N:10][C:9]2[C:4](=[CH:5][CH:6]=[CH:7][CH:8]=2)[N:3]=1)[NH2:14]. (5) The product is: [OH:12][CH2:11][CH2:10][CH2:9][C:5]1[CH:4]=[C:3]([CH:8]=[CH:7][CH:6]=1)[CH2:2][NH:19][C:20]1[CH:25]=[CH:24][CH:23]=[CH:22][C:21]=1/[CH:26]=[CH:27]/[C:28]([O:30][CH3:31])=[O:29]. Given the reactants Br[CH2:2][C:3]1[CH:4]=[C:5]([CH2:9][CH2:10][CH2:11][O:12]C2CCCCO2)[CH:6]=[CH:7][CH:8]=1.[NH2:19][C:20]1[CH:25]=[CH:24][CH:23]=[CH:22][C:21]=1/[CH:26]=[CH:27]/[C:28]([O:30][CH3:31])=[O:29].C(=O)([O-])[O-].[K+].[K+], predict the reaction product. (6) The product is: [C:73]([O:77][C:78]([N:80]1[CH2:85][CH2:84][N:83]([C:86]2[CH:91]=[CH:90][C:89]([NH:92][C:38]([C:35]3[CH:36]=[CH:37][C:32]([C:29]4[CH:28]=[CH:27][C:26]([C:24]5[N:25]=[C:21]([C@@H:17]6[CH2:18][CH2:19][CH2:20][N:16]6[C:14](=[O:15])[C@@H:13]([NH:12][C:10]([O:9][CH3:8])=[O:11])[CH:46]([CH3:48])[CH3:47])[NH:22][CH:23]=5)=[CH:31][CH:30]=4)=[C:33]([O:41][C:42]([F:44])([F:45])[F:43])[CH:34]=3)=[O:40])=[CH:88][N:87]=2)[C@H:82]([CH3:93])[CH2:81]1)=[O:79])([CH3:76])([CH3:74])[CH3:75]. Given the reactants OC(C(F)(F)F)=O.[CH3:8][O:9][C:10]([NH:12][C@@H:13]([CH:46]([CH3:48])[CH3:47])[C:14]([N:16]1[CH2:20][CH2:19][CH2:18][C@H:17]1[C:21]1[NH:22][CH:23]=[C:24]([C:26]2[CH:31]=[CH:30][C:29]([C:32]3[CH:37]=[CH:36][C:35]([C:38]([OH:40])=O)=[CH:34][C:33]=3[O:41][C:42]([F:45])([F:44])[F:43])=[CH:28][CH:27]=2)[N:25]=1)=[O:15])=[O:11].CN(C(ON1N=NC2C=CC=NC1=2)=[N+](C)C)C.F[P-](F)(F)(F)(F)F.[C:73]([O:77][C:78]([N:80]1[CH2:85][CH2:84][N:83]([C:86]2[CH:91]=[CH:90][C:89]([NH2:92])=[CH:88][N:87]=2)[C@H:82]([CH3:93])[CH2:81]1)=[O:79])([CH3:76])([CH3:75])[CH3:74].C(N(CC)C(C)C)(C)C, predict the reaction product. (7) Given the reactants [C:1]1([S:7]([C:10]2[CH:22]=[CH:21][C:13]3[N:14]([C:18](Cl)=[O:19])[CH2:15][CH2:16][O:17][C:12]=3[CH:11]=2)(=[O:9])=[O:8])[CH:6]=[CH:5][CH:4]=[CH:3][CH:2]=1.C(=O)(O)O.[NH2:27][C:28]([NH2:30])=[NH:29].C(N(CC)C(C)C)(C)C, predict the reaction product. The product is: [C:1]1([S:7]([C:10]2[CH:22]=[CH:21][C:13]3[N:14]([C:18]([NH:29][C:28]([NH2:30])=[NH:27])=[O:19])[CH2:15][CH2:16][O:17][C:12]=3[CH:11]=2)(=[O:9])=[O:8])[CH:6]=[CH:5][CH:4]=[CH:3][CH:2]=1.